This data is from Catalyst prediction with 721,799 reactions and 888 catalyst types from USPTO. The task is: Predict which catalyst facilitates the given reaction. (1) The catalyst class is: 71. Product: [CH:26]1([C:30]2[CH:34]=[C:33]([NH:35][C:2]3[C:11]4=[N:12][NH:13][CH:14]=[C:10]4[C:9]4[CH:8]=[C:7]([O:24][CH3:25])[CH:6]=[CH:5][C:4]=4[N:3]=3)[NH:32][N:31]=2)[CH2:29][CH2:28][CH2:27]1. Reactant: Cl[C:2]1[C:11]2=[N:12][N:13](CC3C=CC(OC)=CC=3)[CH:14]=[C:10]2[C:9]2[CH:8]=[C:7]([O:24][CH3:25])[CH:6]=[CH:5][C:4]=2[N:3]=1.[CH:26]1([C:30]2[CH:34]=[C:33]([NH2:35])[NH:32][N:31]=2)[CH2:29][CH2:28][CH2:27]1.Cl. (2) Reactant: [CH3:1][O:2][C:3]([C@@H:5]1[CH2:9][C@@H:8]([OH:10])[CH2:7][NH:6]1)=[O:4].[CH3:11][O:12][C:13]([NH:15][C@@H:16]([CH:20]([CH3:22])[CH3:21])[C:17](O)=[O:18])=[O:14].CN(C(ON1N=NC2C=CC=NC1=2)=[N+](C)C)C.F[P-](F)(F)(F)(F)F.C(N(CC)CC)C. Product: [CH3:1][O:2][C:3]([C@@H:5]1[CH2:9][C@@H:8]([OH:10])[CH2:7][N:6]1[C:17](=[O:18])[C@@H:16]([NH:15][C:13]([O:12][CH3:11])=[O:14])[CH:20]([CH3:22])[CH3:21])=[O:4]. The catalyst class is: 2. (3) Reactant: [CH2:1]([O:3][P:4]([CH:9]([P:24]([O:29][CH2:30][CH3:31])([O:26][CH2:27][CH3:28])=[O:25])[CH2:10][CH2:11][CH2:12][O:13][C:14]1[CH:19]=[CH:18][C:17]([C:20](=[O:23])[CH:21]=[CH2:22])=[CH:16][CH:15]=1)([O:6][CH2:7][CH3:8])=[O:5])[CH3:2].[CH3:32][CH:33]1[NH:38][CH2:37][CH2:36][N:35]([C:39]2[C:44]([O:45][CH3:46])=[C:43]3[N:47]([CH:55]4[CH2:57][CH2:56]4)[CH:48]=[C:49]([C:52]([OH:54])=[O:53])[C:50](=[O:51])[C:42]3=[CH:41][C:40]=2[F:58])[CH2:34]1.C(N(CC)CC)C. Product: [CH:55]1([N:47]2[C:43]3[C:42](=[CH:41][C:40]([F:58])=[C:39]([N:35]4[CH2:36][CH2:37][N:38]([CH2:22][CH2:21][C:20]([C:17]5[CH:16]=[CH:15][C:14]([O:13][CH2:12][CH2:11][CH2:10][CH:9]([P:4]([O:6][CH2:7][CH3:8])([O:3][CH2:1][CH3:2])=[O:5])[P:24]([O:29][CH2:30][CH3:31])([O:26][CH2:27][CH3:28])=[O:25])=[CH:19][CH:18]=5)=[O:23])[CH:33]([CH3:32])[CH2:34]4)[C:44]=3[O:45][CH3:46])[C:50](=[O:51])[C:49]([C:52]([OH:54])=[O:53])=[CH:48]2)[CH2:57][CH2:56]1. The catalyst class is: 2. (4) Reactant: N#N.[CH3:3][C:4]1([C:9]2[CH:14]=[CH:13][N:12]=[C:11]([CH2:15][N:16]3[N:20]=[C:19]([N+:21]([O-])=O)[CH:18]=[N:17]3)[CH:10]=2)[O:8][CH2:7][CH2:6][O:5]1.[NH4+].[Cl-]. Product: [CH3:3][C:4]1([C:9]2[CH:14]=[CH:13][N:12]=[C:11]([CH2:15][N:16]3[N:20]=[C:19]([NH2:21])[CH:18]=[N:17]3)[CH:10]=2)[O:8][CH2:7][CH2:6][O:5]1. The catalyst class is: 314. (5) Reactant: [F:1][C:2]1[CH:7]=[C:6]([F:8])[CH:5]=[CH:4][C:3]=1[C@:9]12[CH2:17][O:16][C@H:15]([CH2:18][O:19]C(C3C=CC=CC=3)(C3C=CC=CC=3)C3C=CC=CC=3)[C@H:14]1[CH2:13][S:12][C:11]([NH:39][C:40](=[O:47])[C:41]1[CH:46]=[CH:45][CH:44]=[CH:43][CH:42]=1)=[N:10]2.O.C(=O)([O-])[O-].[K+].[K+]. Product: [F:1][C:2]1[CH:7]=[C:6]([F:8])[CH:5]=[CH:4][C:3]=1[C@:9]12[CH2:17][O:16][C@H:15]([CH2:18][OH:19])[C@H:14]1[CH2:13][S:12][C:11]([NH:39][C:40](=[O:47])[C:41]1[CH:42]=[CH:43][CH:44]=[CH:45][CH:46]=1)=[N:10]2. The catalyst class is: 106. (6) Reactant: [N+:1]([C:4]1[CH:9]=[CH:8][C:7]([CH3:10])=[CH:6][C:5]=1[CH3:11])([O-:3])=[O:2].S(=O)(=O)(O)O.O.[Br:18]([O-])(=O)=O.[K+]. Product: [Br:18][C:6]1[C:5]([CH3:11])=[C:4]([N+:1]([O-:3])=[O:2])[CH:9]=[CH:8][C:7]=1[CH3:10]. The catalyst class is: 15.